Dataset: Forward reaction prediction with 1.9M reactions from USPTO patents (1976-2016). Task: Predict the product of the given reaction. Given the reactants [C:1]([O:5][C:6]([N:8]1[C:12]2=[N:13][CH:14]=[C:15]([Br:17])[CH:16]=[C:11]2[C:10](I)=[CH:9]1)=[O:7])([CH3:4])([CH3:3])[CH3:2].C([Mg]Cl)(C)C.[C:24]([O:28][C:29](=[O:49])[N:30]([C:40]1[CH:45]=[CH:44][C:43]([CH:46]=[O:47])=[C:42]([F:48])[N:41]=1)[CH2:31][C:32]1[CH:37]=[CH:36][C:35]([O:38][CH3:39])=[CH:34][CH:33]=1)([CH3:27])([CH3:26])[CH3:25], predict the reaction product. The product is: [C:1]([O:5][C:6]([N:8]1[C:12]2=[N:13][CH:14]=[C:15]([Br:17])[CH:16]=[C:11]2[C:10]([CH:46]([C:43]2[C:42]([F:48])=[N:41][C:40]([N:30]([C:29]([O:28][C:24]([CH3:26])([CH3:25])[CH3:27])=[O:49])[CH2:31][C:32]3[CH:37]=[CH:36][C:35]([O:38][CH3:39])=[CH:34][CH:33]=3)=[CH:45][CH:44]=2)[OH:47])=[CH:9]1)=[O:7])([CH3:4])([CH3:3])[CH3:2].